Task: Predict the reactants needed to synthesize the given product.. Dataset: Full USPTO retrosynthesis dataset with 1.9M reactions from patents (1976-2016) (1) The reactants are: [NH:1]1[CH:5]=[CH:4][N:3]=[N:2]1.[I-].[Na+].[OH-].[Na+].CS(O[CH2:15][CH2:16][CH2:17][CH2:18][C:19]1[CH:24]=[CH:23][C:22]([O:25][C:26]([CH3:29])([CH3:28])[CH3:27])=[CH:21][CH:20]=1)(=O)=O. Given the product [C:26]([O:25][C:22]1[CH:21]=[CH:20][C:19]([CH2:18][CH2:17][CH2:16][CH2:15][N:1]2[CH:5]=[CH:4][N:3]=[N:2]2)=[CH:24][CH:23]=1)([CH3:29])([CH3:28])[CH3:27], predict the reactants needed to synthesize it. (2) Given the product [C:15]1([C:10]2[CH:9]=[C:8]([CH2:7][CH2:6][S:3](=[O:4])(=[O:5])[N:2]([CH3:1])[CH3:21])[CH:13]=[CH:12][C:11]=2[NH:14][C:62]([C:51]2[N:52]([CH2:54][O:55][CH2:56][CH2:57][Si:58]([CH3:61])([CH3:60])[CH3:59])[CH:53]=[C:49]([C:47]#[N:48])[N:50]=2)=[O:63])[CH2:20][CH2:19][CH2:18][CH2:17][CH:16]=1, predict the reactants needed to synthesize it. The reactants are: [CH3:1][N:2]([CH3:21])[S:3]([CH2:6][CH2:7][C:8]1[CH:13]=[CH:12][C:11]([NH2:14])=[C:10]([C:15]2[CH2:20][CH2:19][CH2:18][CH2:17][CH:16]=2)[CH:9]=1)(=[O:5])=[O:4].C1CN([P+](Br)(N2CCCC2)N2CCCC2)CC1.F[P-](F)(F)(F)(F)F.[K+].[C:47]([C:49]1[N:50]=[C:51]([C:62]([O-])=[O:63])[N:52]([CH2:54][O:55][CH2:56][CH2:57][Si:58]([CH3:61])([CH3:60])[CH3:59])[CH:53]=1)#[N:48].CCN(C(C)C)C(C)C.